This data is from Reaction yield outcomes from USPTO patents with 853,638 reactions. The task is: Predict the reaction yield, written as a fraction of the theoretical maximum amount of product (1.0 means a 100% yield; for example, 0.34 means a 34% yield). (1) The reactants are [Br:1][C:2]1[C:3]([F:28])=[CH:4][C:5]([F:27])=[C:6]([C@@:8]([NH:20][S@@](C(C)(C)C)=O)([CH2:10][C@H:11]([C:13]2[C:14]([CH3:19])=[N:15][O:16][C:17]=2[CH3:18])[OH:12])[CH3:9])[CH:7]=1.Cl.O1CCOCC1.C(=O)(O)[O-].[Na+]. The catalyst is CO. The product is [NH2:20][C@@:8]([C:6]1[CH:7]=[C:2]([Br:1])[C:3]([F:28])=[CH:4][C:5]=1[F:27])([CH3:9])[CH2:10][C@H:11]([C:13]1[C:14]([CH3:19])=[N:15][O:16][C:17]=1[CH3:18])[OH:12]. The yield is 0.880. (2) The catalyst is CN(C=O)C. The reactants are [F:1][CH:2]([F:22])[C:3]1[NH:7][C:6]2[C:8]([C:18]([O:20][CH3:21])=[O:19])=[CH:9][C:10]([N:12]3[CH2:17][CH2:16][O:15][CH2:14][CH2:13]3)=[CH:11][C:5]=2[N:4]=1.C([O-])([O-])=O.[K+].[K+].Br[CH2:30][C:31]1[C:40]2[C:35](=[CH:36][CH:37]=[CH:38][CH:39]=2)[CH:34]=[CH:33][CH:32]=1. The product is [F:22][CH:2]([F:1])[C:3]1[N:4]([CH2:30][C:31]2[C:40]3[C:35](=[CH:36][CH:37]=[CH:38][CH:39]=3)[CH:34]=[CH:33][CH:32]=2)[C:5]2[CH:11]=[C:10]([N:12]3[CH2:17][CH2:16][O:15][CH2:14][CH2:13]3)[CH:9]=[C:8]([C:18]([O:20][CH3:21])=[O:19])[C:6]=2[N:7]=1. The yield is 0.980.